The task is: Regression. Given two drug SMILES strings and cell line genomic features, predict the synergy score measuring deviation from expected non-interaction effect.. This data is from NCI-60 drug combinations with 297,098 pairs across 59 cell lines. (1) Drug 1: CCC1(CC2CC(C3=C(CCN(C2)C1)C4=CC=CC=C4N3)(C5=C(C=C6C(=C5)C78CCN9C7C(C=CC9)(C(C(C8N6C)(C(=O)OC)O)OC(=O)C)CC)OC)C(=O)OC)O.OS(=O)(=O)O. Drug 2: CC1=C(C(=O)C2=C(C1=O)N3CC4C(C3(C2COC(=O)N)OC)N4)N. Cell line: MOLT-4. Synergy scores: CSS=60.9, Synergy_ZIP=-1.36, Synergy_Bliss=2.16, Synergy_Loewe=1.57, Synergy_HSA=4.17. (2) Synergy scores: CSS=16.6, Synergy_ZIP=-3.19, Synergy_Bliss=-2.66, Synergy_Loewe=-0.937, Synergy_HSA=-0.934. Drug 1: CC1C(C(CC(O1)OC2CC(CC3=C2C(=C4C(=C3O)C(=O)C5=C(C4=O)C(=CC=C5)OC)O)(C(=O)CO)O)N)O.Cl. Cell line: UACC62. Drug 2: CC(C)(C#N)C1=CC(=CC(=C1)CN2C=NC=N2)C(C)(C)C#N. (3) Drug 1: C1=CN(C=N1)CC(O)(P(=O)(O)O)P(=O)(O)O. Drug 2: CC1=C(C(=O)C2=C(C1=O)N3CC4C(C3(C2COC(=O)N)OC)N4)N. Cell line: HOP-62. Synergy scores: CSS=44.8, Synergy_ZIP=5.31, Synergy_Bliss=5.70, Synergy_Loewe=-23.3, Synergy_HSA=4.04. (4) Drug 1: C1C(C(OC1N2C=NC3=C(N=C(N=C32)Cl)N)CO)O. Drug 2: CC1C(C(CC(O1)OC2CC(OC(C2O)C)OC3=CC4=CC5=C(C(=O)C(C(C5)C(C(=O)C(C(C)O)O)OC)OC6CC(C(C(O6)C)O)OC7CC(C(C(O7)C)O)OC8CC(C(C(O8)C)O)(C)O)C(=C4C(=C3C)O)O)O)O. Cell line: PC-3. Synergy scores: CSS=55.0, Synergy_ZIP=-0.758, Synergy_Bliss=-2.07, Synergy_Loewe=-10.3, Synergy_HSA=-2.59.